Dataset: Forward reaction prediction with 1.9M reactions from USPTO patents (1976-2016). Task: Predict the product of the given reaction. Given the reactants [C:1]([C:5]1[NH:14][C:8]2=[CH:9][N:10]=[C:11](Cl)[CH:12]=[C:7]2[CH:6]=1)([CH3:4])([CH3:3])[CH3:2].[NH3:15].O, predict the reaction product. The product is: [C:1]([C:5]1[NH:14][C:8]2=[CH:9][N:10]=[C:11]([NH2:15])[CH:12]=[C:7]2[CH:6]=1)([CH3:4])([CH3:3])[CH3:2].